Dataset: Reaction yield outcomes from USPTO patents with 853,638 reactions. Task: Predict the reaction yield, written as a fraction of the theoretical maximum amount of product (1.0 means a 100% yield; for example, 0.34 means a 34% yield). (1) The reactants are [H-].[Na+].[N:3]1([CH2:8][CH2:9][OH:10])[CH2:7][CH2:6][CH2:5][CH2:4]1.Cl[C:12]1[CH:17]=[C:16]([NH2:18])[CH:15]=[CH:14][N:13]=1. The catalyst is O1CCOCC1.C(OCC)(=O)C. The product is [N:3]1([CH2:8][CH2:9][O:10][C:12]2[CH:17]=[C:16]([NH2:18])[CH:15]=[CH:14][N:13]=2)[CH2:7][CH2:6][CH2:5][CH2:4]1. The yield is 0.313. (2) The reactants are [F:1][C:2]1[C:14]([F:15])=[CH:13][CH:12]=[CH:11][C:3]=1[CH2:4][N:5]1[CH2:9][CH2:8][CH2:7][C:6]1=O.O=P(Cl)(Cl)Cl.[NH2:21][C:22](=[C:24]([C:30]([O:32][CH2:33][CH3:34])=[O:31])[C:25]([O:27][CH2:28][CH3:29])=[O:26])[CH3:23].C([O-])(O)=O.[Na+].O. The catalyst is ClCCCl. The product is [F:1][C:2]1[C:14]([F:15])=[CH:13][CH:12]=[CH:11][C:3]=1[CH2:4][N:5]1[CH2:9][CH2:8][CH2:7]/[C:6]/1=[N:21]\[C:22](=[C:24]([C:25]([O:27][CH2:28][CH3:29])=[O:26])[C:30]([O:32][CH2:33][CH3:34])=[O:31])[CH3:23]. The yield is 0.790. (3) The reactants are [Cr](O[Cr]([O-])(=O)=O)([O-])(=O)=[O:2].[NH+]1C=CC=CC=1.[NH+]1C=CC=CC=1.[F:22][C:23]1[CH:24]=[C:25]([CH:37]=[CH:38][C:39]=1[F:40])[CH2:26][O:27][CH2:28][CH2:29][CH2:30][CH2:31][CH2:32][CH2:33][CH2:34][CH2:35][OH:36]. The catalyst is CN(C)C=O. The product is [F:22][C:23]1[CH:24]=[C:25]([CH:37]=[CH:38][C:39]=1[F:40])[CH2:26][O:27][CH2:28][CH2:29][CH2:30][CH2:31][CH2:32][CH2:33][CH2:34][C:35]([OH:2])=[O:36]. The yield is 0.610. (4) The reactants are [Cl:1][C:2]1[CH:3]=[C:4]([C:10]2[CH:11]=[C:12]3[C:17](=[CH:18][CH:19]=2)[N:16]=[CH:15][C:14]([C:20](=[O:22])[CH3:21])=[C:13]3[NH:23][C@H:24]2[CH2:29][CH2:28][C@H:27]([CH2:30][N:31]([CH3:33])[CH3:32])[CH2:26][CH2:25]2)[CH:5]=[C:6]([F:9])[C:7]=1[OH:8].[ClH:34]. The catalyst is CO. The product is [ClH:1].[ClH:34].[Cl:1][C:2]1[CH:3]=[C:4]([C:10]2[CH:11]=[C:12]3[C:17](=[CH:18][CH:19]=2)[N:16]=[CH:15][C:14]([C:20](=[O:22])[CH3:21])=[C:13]3[NH:23][C@H:24]2[CH2:29][CH2:28][C@H:27]([CH2:30][N:31]([CH3:32])[CH3:33])[CH2:26][CH2:25]2)[CH:5]=[C:6]([F:9])[C:7]=1[OH:8]. The yield is 0.880. (5) The reactants are [N:1]1([C:7]2[CH:12]=[CH:11][C:10]([NH:13][C:14]([C:16]3[O:17][C:18]4[C:23]([C:24](=[O:26])[CH:25]=3)=[CH:22][C:21]([O:27][CH3:28])=[CH:20][C:19]=4[N:29]3[CH2:34][CH2:33][N:32](C)[CH2:31][CH2:30]3)=[O:15])=[CH:9][CH:8]=2)[CH2:6][CH2:5][O:4][CH2:3][CH2:2]1.ClC(OC(Cl)C)=O.[I-].[Na+]. The catalyst is ClCCCl. The product is [N:1]1([C:7]2[CH:8]=[CH:9][C:10]([NH:13][C:14]([C:16]3[O:17][C:18]4[C:23]([C:24](=[O:26])[CH:25]=3)=[CH:22][C:21]([O:27][CH3:28])=[CH:20][C:19]=4[N:29]3[CH2:30][CH2:31][NH:32][CH2:33][CH2:34]3)=[O:15])=[CH:11][CH:12]=2)[CH2:6][CH2:5][O:4][CH2:3][CH2:2]1. The yield is 0.640. (6) The reactants are [Cl:1][C:2]1[CH:3]=[C:4]([N:9]2[CH2:14][CH2:13][NH:12][CH2:11][CH2:10]2)[CH:5]=[CH:6][C:7]=1[Cl:8].[N:15]([C:18]1[CH:27]=[CH:26][CH:25]=[C:24]2[C:19]=1[CH:20]=[CH:21][N:22]=[CH:23]2)=[C:16]=[O:17]. The catalyst is C(OCC)C. The product is [Cl:1][C:2]1[CH:3]=[C:4]([N:9]2[CH2:14][CH2:13][N:12]([C:16]([NH:15][C:18]3[CH:27]=[CH:26][CH:25]=[C:24]4[C:19]=3[CH:20]=[CH:21][N:22]=[CH:23]4)=[O:17])[CH2:11][CH2:10]2)[CH:5]=[CH:6][C:7]=1[Cl:8]. The yield is 0.800.